From a dataset of Forward reaction prediction with 1.9M reactions from USPTO patents (1976-2016). Predict the product of the given reaction. Given the reactants [Cl:1][C:2]1[N:7]=[C:6](Cl)[CH:5]=[CH:4][N:3]=1.[O:9]1[CH2:14][CH2:13][N:12]([C:15]2[CH:16]=[C:17]([CH:20]=[C:21](B3OC(C)(C)C(C)(C)O3)[CH:22]=2)[C:18]#[N:19])[CH2:11][CH2:10]1.BrC1C=C(C=C(N2CCOCC2)C=1)C#N.B1(B2OC(C)(C)C(C)(C)O2)OC(C)(C)C(C)(C)O1, predict the reaction product. The product is: [Cl:1][C:2]1[N:7]=[C:6]([C:21]2[CH:20]=[C:17]([CH:16]=[C:15]([N:12]3[CH2:11][CH2:10][O:9][CH2:14][CH2:13]3)[CH:22]=2)[C:18]#[N:19])[CH:5]=[CH:4][N:3]=1.